Dataset: Full USPTO retrosynthesis dataset with 1.9M reactions from patents (1976-2016). Task: Predict the reactants needed to synthesize the given product. (1) Given the product [CH2:1]([O:3][C:4]([N:6]1[C:15]2[C:10](=[N:11][C:12]([O:16][CH3:17])=[CH:13][CH:14]=2)[C@@H:9]([NH:18][C:22]2[CH:27]=[CH:26][C:25]([Br:28])=[CH:24][N:23]=2)[CH2:8][C@H:7]1[CH2:19][CH3:20])=[O:5])[CH3:2], predict the reactants needed to synthesize it. The reactants are: [CH2:1]([O:3][C:4]([N:6]1[C:15]2[C:10](=[N:11][C:12]([O:16][CH3:17])=[CH:13][CH:14]=2)[C@@H:9]([NH2:18])[CH2:8][C@H:7]1[CH2:19][CH3:20])=[O:5])[CH3:2].Br[C:22]1[CH:27]=[CH:26][C:25]([Br:28])=[CH:24][N:23]=1.CC(C)([O-])C.[Na+].C1(P(C2CCCCC2)C2C=CC=CC=2C2C=CC=CC=2N(C)C)CCCCC1. (2) Given the product [Cl:30][C:19]1[C:20]([NH:22][CH2:23][CH2:24][NH:25][S:26]([CH3:29])(=[O:28])=[O:27])=[N:21][C:16]([NH:14][C:11]2[CH:12]=[CH:13][C:6]3[CH2:5][CH2:4][N:3]([CH2:1][CH3:2])[CH2:9][CH2:8][C:7]=3[CH:10]=2)=[N:17][CH:18]=1, predict the reactants needed to synthesize it. The reactants are: [CH2:1]([N:3]1[CH2:9][CH2:8][C:7]2[CH:10]=[C:11]([NH2:14])[CH:12]=[CH:13][C:6]=2[CH2:5][CH2:4]1)[CH3:2].Cl[C:16]1[N:21]=[C:20]([NH:22][CH2:23][CH2:24][NH:25][S:26]([CH3:29])(=[O:28])=[O:27])[C:19]([Cl:30])=[CH:18][N:17]=1.Cl.O1CCOCC1. (3) Given the product [NH:1]1[C:9]2[C:4](=[C:5]([C:10]3[O:12][N:55]=[C:38]([C:39]4[CH:44]=[CH:43][C:42]([O:45][C@@H:46]5[CH2:50][CH2:49][O:48][CH2:47]5)=[C:41]([C:51]([F:54])([F:52])[F:53])[CH:40]=4)[N:37]=3)[CH:6]=[CH:7][CH:8]=2)[CH:3]=[CH:2]1, predict the reactants needed to synthesize it. The reactants are: [NH:1]1[C:9]2[CH:8]=[CH:7][CH:6]=[C:5]([C:10]([OH:12])=O)[C:4]=2[CH:3]=[CH:2]1.CCN=C=NCCCN(C)C.Cl.C1C=C2N=NN(O)C2=CC=1.O.O[N:37]=[C:38]([NH2:55])[C:39]1[CH:44]=[CH:43][C:42]([O:45][C@@H:46]2[CH2:50][CH2:49][O:48][CH2:47]2)=[C:41]([C:51]([F:54])([F:53])[F:52])[CH:40]=1. (4) Given the product [CH2:37]([O:26][C:15]1[CH:14]=[C:13]([O:12][CH2:11][CH2:10][CH2:9][C:8]2[C:4]([O:3][CH2:1][CH3:2])=[N:5][N:6]([C:27]3[CH:32]=[CH:31][C:30]([C:33]([F:34])([F:35])[F:36])=[CH:29][N:28]=3)[CH:7]=2)[CH:18]=[CH:17][C:16]=1[CH2:19][CH2:20][C:21]([OH:23])=[O:22])[CH2:38][CH2:39][CH3:40], predict the reactants needed to synthesize it. The reactants are: [CH2:1]([O:3][C:4]1[C:8]([CH2:9][CH2:10][CH2:11][O:12][C:13]2[CH:18]=[CH:17][C:16]([CH2:19][CH2:20][C:21]([O:23]CC)=[O:22])=[C:15]([OH:26])[CH:14]=2)=[CH:7][N:6]([C:27]2[CH:32]=[CH:31][C:30]([C:33]([F:36])([F:35])[F:34])=[CH:29][N:28]=2)[N:5]=1)[CH3:2].[CH2:37](O)[CH2:38][CH2:39][CH3:40].C(P(CCCC)CCCC)CCC.N(C(N1CCCCC1)=O)=NC(N1CCCCC1)=O. (5) Given the product [Cl:17][C:2]1[NH:6][C:5]2[CH:7]=[CH:8][C:9]([C:11]([O:13][CH3:14])=[O:12])=[CH:10][C:4]=2[N:3]=1, predict the reactants needed to synthesize it. The reactants are: O[C:2]1[NH:6][C:5]2[CH:7]=[CH:8][C:9]([C:11]([O:13][CH3:14])=[O:12])=[CH:10][C:4]=2[N:3]=1.P(Cl)(Cl)([Cl:17])=O.